From a dataset of HIV replication inhibition screening data with 41,000+ compounds from the AIDS Antiviral Screen. Binary Classification. Given a drug SMILES string, predict its activity (active/inactive) in a high-throughput screening assay against a specified biological target. (1) The compound is CSc1ccc(C=NC(=N)SN)cc1C. The result is 0 (inactive). (2) The molecule is Cc1oc2cc(O)ccc2c(=O)c1-c1ccccc1. The result is 0 (inactive). (3) The compound is c1ccc2c(c1)c1c(n2CCOCCN2CCCC2)CCCC1. The result is 0 (inactive). (4) The compound is O=C(NC(=O)c1ccccc1)NC(=O)c1ccccc1. The result is 0 (inactive). (5) The compound is CC1(CO)C2CC3CN(C(=O)c4ccccc4)C(C2)C31C. The result is 0 (inactive). (6) The drug is COC(=O)CC1(C(=O)OC)C2CCCN2C2(C#N)c3ccccc3CCC12Br. The result is 0 (inactive). (7) The result is 0 (inactive). The molecule is CCOC(=O)c1cn(CC)c2ccc3c(c2c1=O)S(=O)(=O)C=C3.